Dataset: Catalyst prediction with 721,799 reactions and 888 catalyst types from USPTO. Task: Predict which catalyst facilitates the given reaction. (1) Reactant: [CH3:1][O:2][C:3](=[O:30])[CH:4]([C:9]1[C:14]([CH3:15])=[CH:13][C:12](I)=[C:11]([CH:17]2[CH2:19][CH2:18]2)[C:10]=1[C:20]1[CH:21]=[C:22]2[C:27](=[CH:28][CH:29]=1)[O:26][CH2:25][CH2:24][CH2:23]2)[O:5][CH:6]1[CH2:8][CH2:7]1.ClCCl.[CH2:34]([Zn]CC)[CH3:35].C1(C)C=CC=CC=1.C(OC(C1C(C)=CC=C(OCC2C=CC=CC=2)C=1C1C=CC2OCCCC=2C=1)C(OC)=O)(C)(C)C. Product: [CH3:1][O:2][C:3](=[O:30])[CH:4]([C:9]1[C:14]([CH3:15])=[CH:13][C:12]([CH2:34][CH3:35])=[C:11]([CH:17]2[CH2:19][CH2:18]2)[C:10]=1[C:20]1[CH:21]=[C:22]2[C:27](=[CH:28][CH:29]=1)[O:26][CH2:25][CH2:24][CH2:23]2)[O:5][CH:6]1[CH2:8][CH2:7]1. The catalyst class is: 75. (2) Reactant: [C:1]1([C:7]2[C:8]3[CH:28]=[CH:27][CH:26]=[CH:25][C:9]=3[S:10][C:11]=2[CH:12]([N:14]2C(=O)C3C(=CC=CC=3)C2=O)[CH3:13])[CH:6]=[CH:5][CH:4]=[CH:3][CH:2]=1.O.NN. Product: [C:1]1([C:7]2[C:8]3[CH:28]=[CH:27][CH:26]=[CH:25][C:9]=3[S:10][C:11]=2[CH:12]([NH2:14])[CH3:13])[CH:2]=[CH:3][CH:4]=[CH:5][CH:6]=1. The catalyst class is: 14. (3) Reactant: [CH3:1][C:2]([C:4]1[CH:9]=[CH:8][C:7](F)=[C:6]([N+:11]([O-:13])=[O:12])[CH:5]=1)=[O:3].[Br:14][C:15]1[CH:16]=[C:17]([CH:19]=[CH:20][CH:21]=1)[NH2:18].C(N(CC)CC)C. Product: [Br:14][C:15]1[CH:16]=[C:17]([NH:18][C:7]2[CH:8]=[CH:9][C:4]([C:2](=[O:3])[CH3:1])=[CH:5][C:6]=2[N+:11]([O-:13])=[O:12])[CH:19]=[CH:20][CH:21]=1. The catalyst class is: 37. (4) Reactant: [NH2:1][C:2]1[C:7]([C:8]#[N:9])=[C:6]([C:10]2[CH:15]=[CH:14][C:13]([O:16][CH2:17][CH2:18][O:19][CH3:20])=[CH:12][CH:11]=2)[C:5]([C:21]#[N:22])=[C:4]([SH:23])[N:3]=1.C(=O)(O)[O-].[Na+].Cl[CH2:30][C:31]1[N:32]=[C:33]([C:36]2[CH:41]=[CH:40][CH:39]=[CH:38][CH:37]=2)[S:34][CH:35]=1.O. Product: [NH2:1][C:2]1[C:7]([C:8]#[N:9])=[C:6]([C:10]2[CH:11]=[CH:12][C:13]([O:16][CH2:17][CH2:18][O:19][CH3:20])=[CH:14][CH:15]=2)[C:5]([C:21]#[N:22])=[C:4]([S:23][CH2:30][C:31]2[N:32]=[C:33]([C:36]3[CH:37]=[CH:38][CH:39]=[CH:40][CH:41]=3)[S:34][CH:35]=2)[N:3]=1. The catalyst class is: 3. (5) Reactant: [F:1][C:2]([F:21])([F:20])[CH:3]([C:5]1[S:9][C:8]([C:10]2[CH:19]=[CH:18][C:17]3[C:12](=[CH:13][CH:14]=[CH:15][CH:16]=3)[CH:11]=2)=[N:7][CH:6]=1)[OH:4].CC(OI1(OC(C)=O)(OC(C)=O)OC(=O)C2C=CC=CC1=2)=O.S([O-])([O-])(=O)=S.[Na+].[Na+]. Product: [F:21][C:2]([F:1])([F:20])[C:3]([C:5]1[S:9][C:8]([C:10]2[CH:19]=[CH:18][C:17]3[C:12](=[CH:13][CH:14]=[CH:15][CH:16]=3)[CH:11]=2)=[N:7][CH:6]=1)=[O:4]. The catalyst class is: 2. (6) Reactant: [Li+].CC([N-]C(C)C)C.[Si:9]([O:16][CH2:17][C:18]1[CH:19]=[C:20]2[C:24](=[CH:25][CH:26]=1)[N:23]([C:27]([O:29][C:30]([CH3:33])([CH3:32])[CH3:31])=[O:28])[CH:22]=[CH:21]2)([C:12]([CH3:15])([CH3:14])[CH3:13])([CH3:11])[CH3:10].C[O:35][B:36](OC)[O:37]C. Product: [C:30]([O:29][C:27]([N:23]1[C:24]2[C:20](=[CH:19][C:18]([CH2:17][O:16][Si:9]([C:12]([CH3:15])([CH3:14])[CH3:13])([CH3:11])[CH3:10])=[CH:26][CH:25]=2)[CH:21]=[C:22]1[B:36]([OH:37])[OH:35])=[O:28])([CH3:33])([CH3:32])[CH3:31]. The catalyst class is: 1.